The task is: Predict which catalyst facilitates the given reaction.. This data is from Catalyst prediction with 721,799 reactions and 888 catalyst types from USPTO. (1) Reactant: [Cl:1][C:2]1[C:3]([N:11]2[CH:21]=[C:14]3[C:15](Cl)=[N:16][CH:17]=[C:18]([F:19])[C:13]3=[N:12]2)=[C:4]([CH:7]=[C:8]([F:10])[CH:9]=1)[C:5]#[N:6].[Br:22][Si](C)(C)C. Product: [Br:22][C:15]1[C:14]2=[CH:21][N:11]([C:3]3[C:2]([Cl:1])=[CH:9][C:8]([F:10])=[CH:7][C:4]=3[C:5]#[N:6])[N:12]=[C:13]2[C:18]([F:19])=[CH:17][N:16]=1. The catalyst class is: 397. (2) Reactant: C(O[C:4]1[C:5](=[O:17])[C:6](=[O:16])[C:7]=1[NH:8][C:9]1[CH:14]=[CH:13][CH:12]=[CH:11][C:10]=1[OH:15])C.[CH2:18]([C:20]1[CH:26]=[CH:25][CH:24]=[CH:23][C:21]=1[NH2:22])[CH3:19]. Product: [CH2:18]([C:20]1[CH:26]=[CH:25][CH:24]=[CH:23][C:21]=1[NH:22][C:4]1[C:5](=[O:17])[C:6](=[O:16])[C:7]=1[NH:8][C:9]1[CH:14]=[CH:13][CH:12]=[CH:11][C:10]=1[OH:15])[CH3:19]. The catalyst class is: 16. (3) The catalyst class is: 2. Product: [CH3:23][S:20]([O:19][CH2:18][CH2:17][N:9]([C:10]([O:11][C:12]([CH3:14])([CH3:15])[CH3:13])=[O:16])[CH2:8][C:3]1[CH:4]=[CH:5][CH:6]=[CH:7][C:2]=1[F:1])(=[O:22])=[O:21]. Reactant: [F:1][C:2]1[CH:7]=[CH:6][CH:5]=[CH:4][C:3]=1[CH2:8][N:9]([CH2:17][CH2:18][OH:19])[C:10](=[O:16])[O:11][C:12]([CH3:15])([CH3:14])[CH3:13].[S:20](Cl)([CH3:23])(=[O:22])=[O:21]. (4) Reactant: [F:1][C:2]([F:16])([F:15])[C:3]1[CH:8]=[C:7]([C:9]([F:12])([F:11])[F:10])[CH:6]=[CH:5][C:4]=1[CH2:13][OH:14].CCN(CC)CC.[CH3:24][S:25](Cl)(=[O:27])=[O:26].O. Product: [F:1][C:2]([F:15])([F:16])[C:3]1[CH:8]=[C:7]([C:9]([F:10])([F:11])[F:12])[CH:6]=[CH:5][C:4]=1[CH2:13][O:14][S:25]([CH3:24])(=[O:27])=[O:26]. The catalyst class is: 2. (5) Reactant: [NH2:1][C:2]1[C:7](/[CH:8]=[CH:9]/[C:10]([O:12]C)=O)=[CH:6][CH:5]=[CH:4][N:3]=1.[O-]CC.[Na+]. Product: [N:1]1[C:2]2[C:7](=[CH:6][CH:5]=[CH:4][N:3]=2)[CH:8]=[CH:9][C:10]=1[OH:12]. The catalyst class is: 8.